Dataset: Retrosynthesis with 50K atom-mapped reactions and 10 reaction types from USPTO. Task: Predict the reactants needed to synthesize the given product. (1) The reactants are: CC(C)(C)OC(=O)N1CCC(N)CC1.COc1ccc(-c2ccnc3c(C(=O)O)c(C)n(COCC[Si](C)(C)C)c23)c(OCC2CC2)c1. Given the product COc1ccc(-c2ccnc3c(C(=O)NC4CCN(C(=O)OC(C)(C)C)CC4)c(C)n(COCC[Si](C)(C)C)c23)c(OCC2CC2)c1, predict the reactants needed to synthesize it. (2) Given the product C[C@]12CC[C@@H]3c4ccc(O)cc4C[C@@H](CCCCCCCCCC(CCCC(F)(F)C(F)(F)F)C(=O)O)[C@H]3[C@@H]1CC[C@@H]2O, predict the reactants needed to synthesize it. The reactants are: CCOC(=O)C(CCCCCCCCC[C@@H]1Cc2cc(O)ccc2[C@H]2CC[C@]3(C)[C@@H](O)CC[C@H]3[C@@H]21)CCCC(F)(F)C(F)(F)F. (3) The reactants are: CC1(C)OB(c2ccc3occc3c2)OC1(C)C.O=C(C1CC1)N1CC[C@@H](Cn2nnnc2-c2ccc(Br)cc2)C1. Given the product O=C(C1CC1)N1CC[C@@H](Cn2nnnc2-c2ccc(-c3ccc4occc4c3)cc2)C1, predict the reactants needed to synthesize it. (4) Given the product CC(C)S(=O)(=O)N[C@H]1CCOC[C@H]1c1ccc(-c2ccc(C#N)s2)cc1, predict the reactants needed to synthesize it. The reactants are: CC(C)S(=O)(=O)N[C@H]1CCOC[C@H]1c1ccc(I)cc1.N#Cc1ccc(B(O)O)s1. (5) Given the product O=C(O)C1Cc2ccc(Cl)cc2NC1=O, predict the reactants needed to synthesize it. The reactants are: CCOC(=O)C1Cc2ccc(Cl)cc2NC1=O. (6) Given the product CCCNc1cc(-c2c(-c3ccco3)nc(N)nc2-c2ccco2)ccn1, predict the reactants needed to synthesize it. The reactants are: CCCN.Nc1nc(-c2ccco2)c(-c2ccnc(F)c2)c(-c2ccco2)n1. (7) Given the product CC(C)(C)NC(=O)NC(C)(C)C#N, predict the reactants needed to synthesize it. The reactants are: CC(C)(C)N=C=O.CC(C)(N)C#N. (8) Given the product CCc1c(/C=C/OC)cccc1-c1nnc(-c2ccc(OC(C)C)c(Cl)c2)s1, predict the reactants needed to synthesize it. The reactants are: CC(C)Oc1ccc(-c2nnc(Br)s2)cc1Cl.CCc1c(/C=C/OC)cccc1B1OC(C)(C)C(C)(C)O1.